From a dataset of Reaction yield outcomes from USPTO patents with 853,638 reactions. Predict the reaction yield, written as a fraction of the theoretical maximum amount of product (1.0 means a 100% yield; for example, 0.34 means a 34% yield). (1) The reactants are [CH3:1][C:2]1[C:7]2[S:8][CH:9]=[CH:10][C:6]=2[CH:5]=[CH:4][CH:3]=1.C(OOC(=O)C1C=CC=CC=1)(=O)C1C=CC=CC=1.C1C(=O)N([Br:36])C(=O)C1. The catalyst is C(Cl)(Cl)(Cl)Cl. The product is [Br:36][CH2:1][C:2]1[C:7]2[S:8][CH:9]=[CH:10][C:6]=2[CH:5]=[CH:4][CH:3]=1. The yield is 0.330. (2) The reactants are I[CH3:2].[H-].[Na+].[N:5]1[CH:10]=[CH:9][C:8]([CH2:11][C:12]([O:14][CH2:15][CH3:16])=[O:13])=[CH:7][CH:6]=1. The catalyst is C1COCC1. The product is [CH2:15]([O:14][C:12](=[O:13])[CH:11]([C:8]1[CH:9]=[CH:10][N:5]=[CH:6][CH:7]=1)[CH3:2])[CH3:16]. The yield is 0.310. (3) The reactants are Br[C:2]1[CH:9]=[CH:8][C:5]([C:6]#[N:7])=[CH:4][CH:3]=1.[F:10][C:11]([F:22])([F:21])[C:12]1[CH:18]=[C:17]([O:19][CH3:20])[CH:16]=[CH:15][C:13]=1[NH2:14]. No catalyst specified. The product is [CH3:20][O:19][C:17]1[CH:16]=[CH:15][C:13]([NH:14][C:2]2[CH:9]=[CH:8][C:5]([C:6]#[N:7])=[CH:4][CH:3]=2)=[C:12]([C:11]([F:10])([F:21])[F:22])[CH:18]=1. The yield is 0.605. (4) The reactants are [Br:1][C:2]1[CH:7]=[CH:6][C:5]([C:8]2[C:12]3[CH:13]=[CH:14][C:15](OS(C(F)(F)F)(=O)=O)=[CH:16][C:11]=3[S:10][N:9]=2)=[CH:4][CH:3]=1.C1(C)C=CC=CC=1.[CH2:32]([OH:37])[CH2:33][CH2:34][C:35]#[CH:36].C(N(CC)CC)C. The catalyst is C1COCC1.CCOC(C)=O.OS([O-])(=O)=O.[K+].Cl[Pd](Cl)([P](C1C=CC=CC=1)(C1C=CC=CC=1)C1C=CC=CC=1)[P](C1C=CC=CC=1)(C1C=CC=CC=1)C1C=CC=CC=1.[Cu]I.C1(P(C2C=CC=CC=2)C2C=CC=CC=2)C=CC=CC=1. The product is [Br:1][C:2]1[CH:7]=[CH:6][C:5]([C:8]2[C:12]3[CH:13]=[CH:14][C:15]([C:36]#[C:35][CH2:34][CH2:33][CH2:32][OH:37])=[CH:16][C:11]=3[S:10][N:9]=2)=[CH:4][CH:3]=1. The yield is 0.720. (5) The reactants are [F:1][CH2:2][CH2:3][OH:4].C(N(CC)CC)C.[O:12](S(C(F)(F)F)(=O)=O)[S:13]([C:16]([F:19])([F:18])[F:17])(=O)=[O:14].O. The catalyst is ClCCl. The product is [F:17][C:16]([F:19])([F:18])[S:13]([O:4][CH2:3][CH2:2][F:1])(=[O:14])=[O:12]. The yield is 0.820. (6) The reactants are [S:1]1[C:5]2[CH:6]=[CH:7][CH:8]=[CH:9][C:4]=2[C:3]([N:10]2[CH2:15][CH2:14][N:13]([CH2:16][CH2:17][CH2:18][C:19]3[CH:20]=[C:21]4[C:25](=[CH:26][CH:27]=3)[C:24]([CH3:29])([CH3:28])[C:23](=[O:30])[C:22]4([CH3:32])[CH3:31])[CH2:12][CH2:11]2)=[N:2]1.[CH3:33][S:34]([OH:37])(=[O:36])=[O:35]. The catalyst is C(OCC)(=O)C. The product is [CH3:33][S:34]([OH:37])(=[O:36])=[O:35].[S:1]1[C:5]2[CH:6]=[CH:7][CH:8]=[CH:9][C:4]=2[C:3]([N:10]2[CH2:15][CH2:14][N:13]([CH2:16][CH2:17][CH2:18][C:19]3[CH:20]=[C:21]4[C:25](=[CH:26][CH:27]=3)[C:24]([CH3:28])([CH3:29])[C:23](=[O:30])[C:22]4([CH3:32])[CH3:31])[CH2:12][CH2:11]2)=[N:2]1. The yield is 0.830. (7) The reactants are [CH3:1][O:2][C:3](=[O:30])[CH2:4][C:5]1[CH:10]=[CH:9][CH:8]=[C:7]([O:11][CH2:12][CH2:13][CH2:14][NH:15][CH2:16][CH:17]([C:24]2[CH:29]=[CH:28][CH:27]=[CH:26][CH:25]=2)[C:18]2[CH:23]=[CH:22][CH:21]=[CH:20][CH:19]=2)[CH:6]=1.[F:31][C:32]1[C:39]([C:40]([F:43])([F:42])[F:41])=[CH:38][CH:37]=[CH:36][C:33]=1[CH2:34]Br.C(=O)([O-])[O-].[K+].[K+]. The catalyst is CN(C=O)C.O. The product is [CH3:1][O:2][C:3](=[O:30])[CH2:4][C:5]1[CH:10]=[CH:9][CH:8]=[C:7]([O:11][CH2:12][CH2:13][CH2:14][N:15]([CH2:16][CH:17]([C:24]2[CH:29]=[CH:28][CH:27]=[CH:26][CH:25]=2)[C:18]2[CH:19]=[CH:20][CH:21]=[CH:22][CH:23]=2)[CH2:34][C:33]2[CH:36]=[CH:37][CH:38]=[C:39]([C:40]([F:41])([F:43])[F:42])[C:32]=2[F:31])[CH:6]=1. The yield is 0.720. (8) The reactants are C(O[C:6]([N:8](C)[CH2:9][C:10]([NH:12][CH2:13][CH2:14][O:15][CH2:16][CH2:17][P+:18]([C:31]1[CH:36]=[CH:35][CH:34]=[CH:33][CH:32]=1)([C:25]1[CH:30]=[CH:29][CH:28]=[CH:27][CH:26]=1)[C:19]1[CH:24]=[CH:23][CH:22]=[CH:21][CH:20]=1)=[O:11])=O)(C)(C)C.[I-].[ClH:39].CCOCC. The catalyst is C(Cl)Cl. The product is [CH3:6][NH:8][CH2:9][C:10]([NH:12][CH2:13][CH2:14][O:15][CH2:16][CH2:17][P+:18]([C:31]1[CH:36]=[CH:35][CH:34]=[CH:33][CH:32]=1)([C:25]1[CH:26]=[CH:27][CH:28]=[CH:29][CH:30]=1)[C:19]1[CH:20]=[CH:21][CH:22]=[CH:23][CH:24]=1)=[O:11].[Cl-:39]. The yield is 0.980. (9) The reactants are [C:1]([N:4]1[C:13]2[C:8](=[CH:9][CH:10]=[CH:11][CH:12]=2)[C@@H:7]([OH:14])[CH2:6][C@@H:5]1[CH3:15])(=[O:3])[CH3:2].[F:16][C:17]1[CH:22]=[CH:21][C:20](O)=[CH:19][CH:18]=1.C(P(CCCC)CCCC)CCC. The catalyst is C1(C)C=CC=CC=1. The product is [C:1]([N:4]1[C:13]2[C:8](=[CH:9][CH:10]=[CH:11][CH:12]=2)[C@H:7]([O:14][C:20]2[CH:21]=[CH:22][C:17]([F:16])=[CH:18][CH:19]=2)[CH2:6][C@@H:5]1[CH3:15])(=[O:3])[CH3:2]. The yield is 0.360. (10) The yield is 0.470. The catalyst is C(Cl)Cl. The product is [CH:1]1([NH:4][C:5]([C:7]2[CH:12]=[C:11]([C:13]3[C:14]([C:27]([NH:68][C:67]4[CH:69]=[CH:70][C:64]([F:63])=[CH:65][CH:66]=4)=[O:29])=[CH:15][C:16]([C:19]([NH:21][CH2:22][C:23]([CH3:24])([CH3:26])[CH3:25])=[O:20])=[CH:17][CH:18]=3)[C:10]([CH3:30])=[C:9]([F:31])[CH:8]=2)=[O:6])[CH2:2][CH2:3]1. The reactants are [CH:1]1([NH:4][C:5]([C:7]2[CH:8]=[C:9]([F:31])[C:10]([CH3:30])=[C:11]([C:13]3[C:14]([C:27]([OH:29])=O)=[CH:15][C:16]([C:19]([NH:21][CH2:22][C:23]([CH3:26])([CH3:25])[CH3:24])=[O:20])=[CH:17][CH:18]=3)[CH:12]=2)=[O:6])[CH2:3][CH2:2]1.CN(C(ON1N=NC2C=CC=CC1=2)=[N+](C)C)C.F[P-](F)(F)(F)(F)F.CCN(CC)CC.[F:63][C:64]1[CH:70]=[CH:69][C:67]([NH2:68])=[CH:66][CH:65]=1.